From a dataset of Catalyst prediction with 721,799 reactions and 888 catalyst types from USPTO. Predict which catalyst facilitates the given reaction. Product: [CH3:10][O:9][C:7]1[CH:6]=[C:5]([CH2:11][CH2:12][C:13]([OH:15])=[O:14])[CH:4]=[C:3]([O:2][CH3:1])[CH:8]=1. The catalyst class is: 582. Reactant: [CH3:1][O:2][C:3]1[CH:4]=[C:5]([CH:11]=[CH:12][C:13]([OH:15])=[O:14])[CH:6]=[C:7]([O:9][CH3:10])[CH:8]=1.[H][H].